From a dataset of Forward reaction prediction with 1.9M reactions from USPTO patents (1976-2016). Predict the product of the given reaction. (1) Given the reactants [CH2:1]([O:3][C:4](=[O:23])[CH2:5][C:6]1[CH:11]=[CH:10][C:9]([O:12][CH3:13])=[C:8](B2OC(C)(C)C(C)(C)O2)[CH:7]=1)[CH3:2].Br[C:25]1[CH:32]=[CH:31][C:30]([C:33]([F:36])([F:35])[F:34])=[CH:29][C:26]=1[CH:27]=[O:28].C(=O)([O-])[O-].[K+].[K+].N#N, predict the reaction product. The product is: [CH2:1]([O:3][C:4](=[O:23])[CH2:5][C:6]1[CH:7]=[C:8]([C:25]2[CH:32]=[CH:31][C:30]([C:33]([F:36])([F:35])[F:34])=[CH:29][C:26]=2[CH:27]=[O:28])[C:9]([O:12][CH3:13])=[CH:10][CH:11]=1)[CH3:2]. (2) Given the reactants [Br:1][C:2]1[CH:3]=[C:4]([NH2:9])[C:5]([NH2:8])=[N:6][CH:7]=1.[C:10](O)(=O)[CH2:11][CH3:12], predict the reaction product. The product is: [Br:1][C:2]1[CH:3]=[C:4]2[N:9]=[C:10]([CH2:11][CH3:12])[NH:8][C:5]2=[N:6][CH:7]=1. (3) The product is: [CH2:1]([O:3][C:4]([CH:6]1[CH2:11][CH2:10][CH2:9][CH:8]([NH:20][C:17]2[CH:18]=[CH:19][C:14]([F:13])=[CH:15][CH:16]=2)[CH2:7]1)=[O:5])[CH3:2]. Given the reactants [CH2:1]([O:3][C:4]([CH:6]1[CH2:11][CH2:10][C:9](=O)[CH2:8][CH2:7]1)=[O:5])[CH3:2].[F:13][C:14]1[CH:19]=[CH:18][C:17]([NH2:20])=[CH:16][CH:15]=1.C(O)(=O)C.C(O[BH-](OC(=O)C)OC(=O)C)(=O)C.[Na+].C([O-])(O)=O.[Na+], predict the reaction product. (4) Given the reactants [NH2:1][C:2]1[CH:11]=[CH:10][C:9]([Br:12])=[CH:8][C:3]=1[C:4]([O:6][CH3:7])=[O:5].[CH:13](=O)[C:14]1[CH:19]=[CH:18][C:17]([O:20][CH3:21])=[CH:16][CH:15]=1.C(O)(=O)C.C(O[BH-](OC(=O)C)OC(=O)C)(=O)C.[Na+].C(=O)(O)[O-].[Na+], predict the reaction product. The product is: [Br:12][C:9]1[CH:10]=[CH:11][C:2]([NH:1][CH2:13][C:14]2[CH:19]=[CH:18][C:17]([O:20][CH3:21])=[CH:16][CH:15]=2)=[C:3]([CH:8]=1)[C:4]([O:6][CH3:7])=[O:5]. (5) Given the reactants [O:1]1[C:5]2[CH:6]=[CH:7][CH:8]=[CH:9][C:4]=2[N:3]=[C:2]1[C:10]1[CH:15]=[CH:14][C:13]([C:16]2[N:21]=[CH:20][C:19](N)=[CH:18][CH:17]=2)=[C:12]([O:23][CH3:24])[CH:11]=1.[BH3-][C:26]#[N:27].[Na+].[CH2:29]=O, predict the reaction product. The product is: [O:1]1[C:5]2[CH:6]=[CH:7][CH:8]=[CH:9][C:4]=2[N:3]=[C:2]1[C:10]1[CH:15]=[CH:14][C:13]([C:16]2[N:21]=[CH:20][C:19]([N:27]([CH3:26])[CH3:29])=[CH:18][CH:17]=2)=[C:12]([O:23][CH3:24])[CH:11]=1.